This data is from Reaction yield outcomes from USPTO patents with 853,638 reactions. The task is: Predict the reaction yield, written as a fraction of the theoretical maximum amount of product (1.0 means a 100% yield; for example, 0.34 means a 34% yield). (1) The reactants are [C:1]([O:5][C:6]([N:8]1[CH2:12][CH2:11][CH2:10][CH:9]1[C:13]([OH:15])=[O:14])=[O:7])([CH3:4])([CH3:3])[CH3:2].C(N(CC)CC)C.Br[CH2:24][C:25]([C:27]1[C:36]2[C:31](=[CH:32][CH:33]=[CH:34][CH:35]=2)[C:30]([Br:37])=[CH:29][CH:28]=1)=[O:26]. The catalyst is C(#N)C. The product is [C:1]([O:5][C:6]([N:8]1[CH2:12][CH2:11][CH2:10][CH:9]1[C:13]([O:15][CH2:24][C:25]([C:27]1[C:36]2[C:31](=[CH:32][CH:33]=[CH:34][CH:35]=2)[C:30]([Br:37])=[CH:29][CH:28]=1)=[O:26])=[O:14])=[O:7])([CH3:4])([CH3:2])[CH3:3]. The yield is 0.950. (2) The reactants are [CH3:1][O:2][C:3]1[N:4]=[C:5]2[C:10](=[CH:11][CH:12]=1)[N:9]=[CH:8][CH:7]=[C:6]2[OH:13].[N+:14]([O-])([OH:16])=[O:15]. No catalyst specified. The product is [CH3:1][O:2][C:3]1[N:4]=[C:5]2[C:10](=[CH:11][CH:12]=1)[N:9]=[CH:8][C:7]([N+:14]([O-:16])=[O:15])=[C:6]2[OH:13]. The yield is 0.700.